From a dataset of Forward reaction prediction with 1.9M reactions from USPTO patents (1976-2016). Predict the product of the given reaction. (1) Given the reactants [Cl:1][C:2]1[N:7]=[C:6](Cl)[C:5]([N+:9]([O-:11])=[O:10])=[CH:4][N:3]=1.[CH2:12]([CH:14]([NH2:17])[CH2:15][CH3:16])[CH3:13].C(N(CC)C(C)C)(C)C, predict the reaction product. The product is: [Cl:1][C:2]1[N:7]=[C:6]([NH:17][CH:14]([CH2:15][CH3:16])[CH2:12][CH3:13])[C:5]([N+:9]([O-:11])=[O:10])=[CH:4][N:3]=1. (2) Given the reactants [NH2:1][C:2]1[CH:11]=[C:10]([Cl:12])[C:9]([Br:13])=[CH:8][C:3]=1[C:4]([O:6]C)=O.Cl.C([O-])(O)=O.[Na+].[CH3:20][C:21]#[N:22], predict the reaction product. The product is: [Br:13][C:9]1[CH:8]=[C:3]2[C:2](=[CH:11][C:10]=1[Cl:12])[N:1]=[C:21]([CH3:20])[N:22]=[C:4]2[OH:6]. (3) Given the reactants [CH:1]1[C:14]2[CH2:13][C:12]3[C:7](=[CH:8][CH:9]=[CH:10][CH:11]=3)[O:6][C:5]=2[CH:4]=[CH:3][CH:2]=1.O[C:16]1[CH:21]=[CH:20][C:19]([C:22]2[CH:27]=[CH:26][C:25](O)=[CH:24][CH:23]=2)=[CH:18][CH:17]=1.C1(P(C2C=CC=CC=2)C2C=CC=CC=2)C=CC=CC=1.O, predict the reaction product. The product is: [CH:1]1[C:14]2[CH2:13][C:12]3[C:7](=[CH:8][CH:9]=[CH:10][CH:11]=3)[O:6][C:5]=2[CH:4]=[CH:3][CH:2]=1.[CH:17]1[C:18]2[C:27]3[C:22](=[CH:23][CH:24]=[CH:25][CH:26]=3)[C:19]=2[CH:20]=[CH:21][CH:16]=1. (4) Given the reactants [NH2:1][C:2]1[C:7]([NH:8][CH:9]2[CH2:14][CH2:13][N:12]([C:15]([O:17][C:18]([CH3:21])([CH3:20])[CH3:19])=[O:16])[CH2:11][CH2:10]2)=[CH:6][CH:5]=[CH:4][N:3]=1.C1N=CN([C:27](N2C=NC=C2)=[O:28])C=1, predict the reaction product. The product is: [O:28]=[C:27]1[NH:1][C:2]2=[N:3][CH:4]=[CH:5][CH:6]=[C:7]2[N:8]1[CH:9]1[CH2:10][CH2:11][N:12]([C:15]([O:17][C:18]([CH3:21])([CH3:20])[CH3:19])=[O:16])[CH2:13][CH2:14]1. (5) Given the reactants [NH2:1][C:2]1[C:11]([C:12]([NH:14][C:15]2[CH:16]=[N:17][CH:18]=[CH:19][C:20]=2[N:21]2[CH2:26][CH2:25][C:24](=O)[CH2:23][CH2:22]2)=[O:13])=[C:5]2[N:6]=[CH:7][C:8]([Cl:10])=[CH:9][N:4]2[N:3]=1.ClC1C=C[C:32]2[N:36]=NN(OC(=[N+](C)C)N(C)C)[C:33]=2[CH:45]=1.C([O-])=O.[NH4+], predict the reaction product. The product is: [NH2:1][C:2]1[C:11]([C:12]([NH:14][C:15]2[CH:16]=[N:17][CH:18]=[CH:19][C:20]=2[N:21]2[CH2:26][CH2:25][CH:24]([N:36]3[CH2:32][CH2:33][CH2:45]3)[CH2:23][CH2:22]2)=[O:13])=[C:5]2[N:6]=[CH:7][C:8]([Cl:10])=[CH:9][N:4]2[N:3]=1. (6) Given the reactants [CH2:1]([O:8][N:9]1[C:14]2[N:15]=[CH:16][N:17]=[CH:18][C:13]=2[C:12]([OH:19])=[C:11]([CH:20]=O)[C:10]1=[O:22])[C:2]1[CH:7]=[CH:6][CH:5]=[CH:4][CH:3]=1.[CH2:23]([NH2:30])[C:24]1[CH:29]=[CH:28][CH:27]=[CH:26][CH:25]=1.C(O[BH-](OC(=O)C)OC(=O)C)(=O)C.[Na+].C(OCC)(=O)C, predict the reaction product. The product is: [CH2:23]([NH:30][CH2:20][C:11]1[C:10](=[O:22])[N:9]([O:8][CH2:1][C:2]2[CH:7]=[CH:6][CH:5]=[CH:4][CH:3]=2)[C:14]2[N:15]=[CH:16][N:17]=[CH:18][C:13]=2[C:12]=1[OH:19])[C:24]1[CH:29]=[CH:28][CH:27]=[CH:26][CH:25]=1. (7) Given the reactants BrCCBr.Cl[Si](C)(C)C.[C:10]([O:14][C:15]([N:17]1[CH2:20][CH:19](I)[CH2:18]1)=[O:16])([CH3:13])([CH3:12])[CH3:11].[C:22]([Si:26]([O:29][C:30]1[CH:35]=[CH:34][C:33]([Cl:36])=[CH:32][C:31]=1I)([CH3:28])[CH3:27])([CH3:25])([CH3:24])[CH3:23].O1C=CC=C1P(C1OC=CC=1)C1OC=CC=1, predict the reaction product. The product is: [C:10]([O:14][C:15]([N:17]1[CH2:20][CH:19]([C:35]2[CH:34]=[C:33]([Cl:36])[CH:32]=[CH:31][C:30]=2[O:29][Si:26]([C:22]([CH3:25])([CH3:24])[CH3:23])([CH3:27])[CH3:28])[CH2:18]1)=[O:16])([CH3:13])([CH3:12])[CH3:11]. (8) Given the reactants [CH3:1][O:2][C:3]1[S:7][C:6]([NH2:8])=[N:5][CH:4]=1.[O:9]=[C:10]1[C:18]2[C:13](=[CH:14][CH:15]=[CH:16][CH:17]=2)[C:12](=[O:19])N1C(OCC)=O, predict the reaction product. The product is: [CH3:1][O:2][C:3]1[S:7][C:6]([N:8]2[C:10](=[O:9])[C:18]3[C:13](=[CH:14][CH:15]=[CH:16][CH:17]=3)[C:12]2=[O:19])=[N:5][CH:4]=1. (9) Given the reactants Cl.Cl.[CH3:3][NH:4][CH:5]1[CH2:10][CH2:9][N:8]([C:11]2[C:20]3[C:15](=[CH:16][CH:17]=[CH:18][CH:19]=3)[C:14]([C:21]3[CH:28]=[CH:27][C:24]([C:25]#[N:26])=[CH:23][CH:22]=3)=[N:13][N:12]=2)[CH2:7][CH2:6]1.C(N(CC)CC)C.[F:36][C:37]1[CH:45]=[CH:44][C:40]([C:41]([Cl:43])=[O:42])=[C:39]([C:46]([F:49])([F:48])[F:47])[CH:38]=1, predict the reaction product. The product is: [ClH:43].[C:25]([C:24]1[CH:27]=[CH:28][C:21]([C:14]2[C:15]3[C:20](=[CH:19][CH:18]=[CH:17][CH:16]=3)[C:11]([N:8]3[CH2:7][CH2:6][CH:5]([N:4]([CH3:3])[C:41](=[O:42])[C:40]4[CH:44]=[CH:45][C:37]([F:36])=[CH:38][C:39]=4[C:46]([F:49])([F:48])[F:47])[CH2:10][CH2:9]3)=[N:12][N:13]=2)=[CH:22][CH:23]=1)#[N:26]. (10) Given the reactants [CH2:1]([O:3][C:4]1[C:13]2[C:8](=[CH:9][CH:10]=[CH:11][CH:12]=2)[C:7]([O:14][CH2:15][CH3:16])=[C:6]2[C:17]([O:19][C:20](=O)[C:5]=12)=[O:18])[CH3:2].[NH2:22][C:23]1[CH:28]=[CH:27][C:26]([CH2:29][C:30]([O:32][CH2:33][CH3:34])=[O:31])=[CH:25][CH:24]=1.C(OCC)(=O)C, predict the reaction product. The product is: [CH2:15]([O:14][C:7]1[C:6]2[C:17](=[O:18])[N:22]([C:23]3[CH:24]=[CH:25][C:26]([CH2:29][C:30]([O:32][CH2:33][CH3:34])=[O:31])=[CH:27][CH:28]=3)[C:20](=[O:19])[C:5]=2[C:4]([O:3][CH2:1][CH3:2])=[C:13]2[CH:12]=[CH:11][CH:10]=[CH:9][C:8]=12)[CH3:16].